Dataset: Reaction yield outcomes from USPTO patents with 853,638 reactions. Task: Predict the reaction yield, written as a fraction of the theoretical maximum amount of product (1.0 means a 100% yield; for example, 0.34 means a 34% yield). (1) The product is [CH2:17]([O:16][C:13]1[CH:12]=[CH:11][C:10]([S:7]([NH:6][CH2:5][C:4]([OH:21])=[O:3])(=[O:9])=[O:8])=[CH:15][CH:14]=1)[C:18]#[C:19][CH3:20]. The catalyst is C1COCC1.CO. The yield is 0.830. The reactants are C([O:3][C:4](=[O:21])[CH2:5][NH:6][S:7]([C:10]1[CH:15]=[CH:14][C:13]([O:16][CH2:17][C:18]#[C:19][CH3:20])=[CH:12][CH:11]=1)(=[O:9])=[O:8])C.[OH-].[Na+].Cl. (2) The reactants are CCCS([C:7]1[O:8][C:9]2[CH:15]=[CH:14][C:13]([C:16]3[CH:23]=[CH:22][C:19]([C:20]#[N:21])=[CH:18][CH:17]=3)=[CH:12][C:10]=2[CH:11]=1)(=O)=O.Br.[CH3:25][C@@H:26]1[CH2:30][CH2:29][CH2:28][NH:27]1.C(=O)([O-])[O-].[Na+].[Na+].[C:37](#N)[CH3:38]. No catalyst specified. The product is [CH3:25][C@@H:26]1[CH2:30][CH2:29][CH2:28][N:27]1[CH2:37][CH2:38][C:7]1[O:8][C:9]2[CH:15]=[CH:14][C:13]([C:16]3[CH:17]=[CH:18][C:19]([C:20]#[N:21])=[CH:22][CH:23]=3)=[CH:12][C:10]=2[CH:11]=1. The yield is 0.340.